This data is from Experimentally validated miRNA-target interactions with 360,000+ pairs, plus equal number of negative samples. The task is: Binary Classification. Given a miRNA mature sequence and a target amino acid sequence, predict their likelihood of interaction. (1) The miRNA is hsa-miR-6769b-5p with sequence UGGUGGGUGGGGAGGAGAAGUGC. The protein sequence of the target gene is MEASRCRLSPSGDSVFHEEMMKMRQAKLDYQRLLLEKRQRKKRLEPFMVQPNPEARLRRAKPRASDEQTPLVNCHTPHSNVILHGIDGPAAVLKPDEVHAPSVSSSVVEEDAENTVDTASKPGLQERLQKHDISESVNFDEETDGISQSACLERPNSASSQNSTDTGTSGSATAAQPADNLLGDIDDLEDFVYSPAPQGVTVRCRIIRDKRGMDRGLFPTYYMYLEKEENQKIFLLAARKRKKSKTANYLISIDPVDLSREGESYVGKLRSNLMGTKFTVYDRGICPMKGRGLVGAAHTR.... Result: 1 (interaction). (2) The miRNA is hsa-miR-5094 with sequence AAUCAGUGAAUGCCUUGAACCU. The protein sequence of the target gene is MNLQLVSWIGLISLICSVFGQTDKNRCLKANAKSCGECIQAGPNCGWCTNTTFLQEGMPTSARCDDLEALKKKGCQPSDIENPRGSQTIKKNKNVTNRSKGMAEKLRPEDITQIQPQQLLLKLRSGEPQKFTLKFKRAEDYPIDLYYLMDLSYSMKDDLENVKSLGTDLMNEMRRITSDFRIGFGSFVEKTVMPYISTTPAKLRNPCTSEQNCTSPFSYKNVLSLTDRGEFFNELVGQQRISGNLDSPEGGFDAIMQVAVCGSLIGWRNVTRLLVFSTDAGFHFAGDGKLGGIVLPNDGQ.... Result: 0 (no interaction).